From a dataset of Catalyst prediction with 721,799 reactions and 888 catalyst types from USPTO. Predict which catalyst facilitates the given reaction. (1) Reactant: [Cl:1][C:2]1[CH:3]=[N:4][CH:5]=[CH:6][C:7]=1[C:8](=[O:20])[CH2:9][C:10]1[CH:15]=[CH:14][C:13]([C:16]([F:19])([F:18])[F:17])=[CH:12][CH:11]=1.[H-].[Na+].Br[CH2:24][C:25]([O:27][CH2:28][CH3:29])=[O:26]. Product: [CH2:28]([O:27][C:25](=[O:26])[CH2:24][CH:9]([C:10]1[CH:15]=[CH:14][C:13]([C:16]([F:18])([F:17])[F:19])=[CH:12][CH:11]=1)[C:8]([C:7]1[CH:6]=[CH:5][N:4]=[CH:3][C:2]=1[Cl:1])=[O:20])[CH3:29]. The catalyst class is: 16. (2) Reactant: [H-].[Na+].[NH2:3][C:4]1[N:12]=[CH:11][CH:10]=[CH:9][C:5]=1[C:6]([OH:8])=[O:7].I[CH2:14][CH3:15]. Product: [CH2:14]([O:7][C:6](=[O:8])[C:5]1[CH:9]=[CH:10][CH:11]=[N:12][C:4]=1[NH2:3])[CH3:15]. The catalyst class is: 3. (3) Reactant: Br[CH2:2][C:3]1[CH:8]=[C:7]([C:9]([CH3:12])([CH3:11])[CH3:10])[CH:6]=[C:5]([C:13]([CH3:16])([CH3:15])[CH3:14])[C:4]=1[OH:17].N[C:19]1[CH:24]=[CH:23][CH:22]=[CH:21][C:20]=1[SH:25].C([N:28](CC)CC)C. Product: [NH2:28][S:25][C:20]1[CH:21]=[CH:22][CH:23]=[CH:24][C:19]=1[CH2:2][C:3]1[CH:8]=[C:7]([C:9]([CH3:12])([CH3:11])[CH3:10])[CH:6]=[C:5]([C:13]([CH3:16])([CH3:15])[CH3:14])[C:4]=1[OH:17]. The catalyst class is: 1. (4) Reactant: [CH3:1][O:2][C:3]1[CH:38]=[CH:37][C:6]([CH2:7][N:8]([CH2:28][C:29]2[CH:34]=[CH:33][C:32]([O:35][CH3:36])=[CH:31][CH:30]=2)[C:9]2[N:14]=[N:13][C:12]([CH2:15][CH2:16][CH:17]([F:27])[CH2:18][N:19]3[CH:23]=[C:22]([C:24](O)=[O:25])[N:21]=[N:20]3)=[CH:11][CH:10]=2)=[CH:5][CH:4]=1.CN(C(ON1N=NC2C=CC=NC1=2)=[N+](C)C)C.F[P-](F)(F)(F)(F)F.[F:63][C:64]([F:74])([F:73])[C:65]1[CH:70]=[CH:69][N:68]=[C:67]([CH2:71][NH2:72])[CH:66]=1.CCN(C(C)C)C(C)C. Product: [CH3:1][O:2][C:3]1[CH:38]=[CH:37][C:6]([CH2:7][N:8]([CH2:28][C:29]2[CH:34]=[CH:33][C:32]([O:35][CH3:36])=[CH:31][CH:30]=2)[C:9]2[N:14]=[N:13][C:12]([CH2:15][CH2:16][CH:17]([F:27])[CH2:18][N:19]3[CH:23]=[C:22]([C:24]([NH:72][CH2:71][C:67]4[CH:66]=[C:65]([C:64]([F:74])([F:63])[F:73])[CH:70]=[CH:69][N:68]=4)=[O:25])[N:21]=[N:20]3)=[CH:11][CH:10]=2)=[CH:5][CH:4]=1. The catalyst class is: 3. (5) Reactant: [CH:1](=[O:6])[CH2:2][CH2:3][CH2:4][CH3:5].[Br:7][C:8]1[CH:9]=[CH:10][C:11]([CH3:40])=[C:12]([NH:14][C:15]([C:17]2[N:18]=[CH:19][NH:20][C:21]=2[C:22]([NH:24][C:25]2[NH:29][C:28]3[CH:30]=[C:31]([N:34]4[CH2:39][CH2:38][NH:37][CH2:36][CH2:35]4)[CH:32]=[CH:33][C:27]=3[N:26]=2)=[O:23])=[O:16])[CH:13]=1.[Na]. Product: [C:1]([OH:6])(=[O:16])[CH3:2].[Br:7][C:8]1[CH:9]=[CH:10][C:11]([CH3:40])=[C:12]([NH:14][C:15]([C:17]2[N:18]=[CH:19][NH:20][C:21]=2[C:22]([NH:24][C:25]2[NH:26][C:27]3[CH:33]=[CH:32][C:31]([N:34]4[CH2:35][CH2:36][N:37]([CH2:1][CH2:2][CH2:3][CH2:4][CH3:5])[CH2:38][CH2:39]4)=[CH:30][C:28]=3[N:29]=2)=[O:23])=[O:16])[CH:13]=1. The catalyst class is: 3.